The task is: Predict the reactants needed to synthesize the given product.. This data is from Full USPTO retrosynthesis dataset with 1.9M reactions from patents (1976-2016). (1) Given the product [OH:8][C:6]1[CH:7]=[C:2](/[CH:15]=[CH:14]/[C:13]([O:17][CH2:18][CH3:19])=[O:16])[CH:3]=[CH:4][C:5]=1[C:9]([OH:12])([CH3:11])[CH3:10], predict the reactants needed to synthesize it. The reactants are: Br[C:2]1[CH:3]=[CH:4][C:5]([C:9]([OH:12])([CH3:11])[CH3:10])=[C:6]([OH:8])[CH:7]=1.[C:13]([O:17][CH2:18][CH3:19])(=[O:16])[CH:14]=[CH2:15].C(N(CC)CC)C.CC1C(P(C2C(C)=CC=CC=2)C2C(C)=CC=CC=2)=CC=CC=1. (2) The reactants are: [NH2:1][C@H:2]([C:4]1[N:9]([C:10]2[CH:15]=[CH:14][CH:13]=[CH:12][CH:11]=2)[C:8](=[O:16])[C:7]2=[C:17]([CH3:20])[CH:18]=[CH:19][N:6]2[N:5]=1)[CH3:3].[NH2:21][C:22]1[C:27]([C:28]([O:30][C:31]2[CH:36]=[C:35]([NH:37][S:38]([CH3:41])(=[O:40])=[O:39])[CH:34]=[C:33]([OH:42])[CH:32]=2)=[O:29])=[C:26](Cl)[N:25]=[CH:24][N:23]=1.CCN(C(C)C)C(C)C.[F-].[Cs+]. Given the product [NH2:21][C:22]1[C:27]([C:28]([O:30][C:31]2[CH:36]=[C:35]([NH:37][S:38]([CH3:41])(=[O:40])=[O:39])[CH:34]=[C:33]([OH:42])[CH:32]=2)=[O:29])=[C:26]([NH:1][C@H:2]([C:4]2[N:9]([C:10]3[CH:15]=[CH:14][CH:13]=[CH:12][CH:11]=3)[C:8](=[O:16])[C:7]3=[C:17]([CH3:20])[CH:18]=[CH:19][N:6]3[N:5]=2)[CH3:3])[N:25]=[CH:24][N:23]=1, predict the reactants needed to synthesize it. (3) Given the product [NH2:1][C:2]1[C:3]([C:9]([NH:11][C:12]2[C:17]([N:18]3[CH2:23][CH2:22][C:21]([NH:25][C:26](=[O:32])[O:27][C:28]([CH3:31])([CH3:30])[CH3:29])([CH3:24])[CH2:20][CH2:19]3)=[CH:16][CH:15]=[CH:14][N:13]=2)=[O:10])=[N:4][C:5]([B:33]2[O:37][C:36]([CH3:39])([CH3:38])[C:35]([CH3:41])([CH3:40])[O:34]2)=[CH:6][N:7]=1, predict the reactants needed to synthesize it. The reactants are: [NH2:1][C:2]1[C:3]([C:9]([NH:11][C:12]2[C:17]([N:18]3[CH2:23][CH2:22][C:21]([NH:25][C:26](=[O:32])[O:27][C:28]([CH3:31])([CH3:30])[CH3:29])([CH3:24])[CH2:20][CH2:19]3)=[CH:16][CH:15]=[CH:14][N:13]=2)=[O:10])=[N:4][C:5](Br)=[CH:6][N:7]=1.[B:33]1([B:33]2[O:37][C:36]([CH3:39])([CH3:38])[C:35]([CH3:41])([CH3:40])[O:34]2)[O:37][C:36]([CH3:39])([CH3:38])[C:35]([CH3:41])([CH3:40])[O:34]1.C([O-])(=O)C.[K+].